This data is from Reaction yield outcomes from USPTO patents with 853,638 reactions. The task is: Predict the reaction yield, written as a fraction of the theoretical maximum amount of product (1.0 means a 100% yield; for example, 0.34 means a 34% yield). (1) The reactants are [NH2:1][C:2]1[CH:28]=[CH:27][C:5]([O:6][C:7]2[CH:12]=[CH:11][N:10]=[C:9]([NH:13][C:14]([N:16]3[CH2:21][CH2:20][N:19]([CH2:22][CH2:23][N:24]([CH3:26])[CH3:25])[CH2:18][CH2:17]3)=[O:15])[CH:8]=2)=[CH:4][CH:3]=1.[F:29][C:30]1[CH:35]=[CH:34][C:33]([CH2:36][C:37]([N:39]=[C:40]=[O:41])=[O:38])=[CH:32][CH:31]=1. The catalyst is O1CCCC1.C(N(C(C)C)CC)(C)C. The product is [CH3:26][N:24]([CH3:25])[CH2:23][CH2:22][N:19]1[CH2:18][CH2:17][N:16]([C:14]([NH:13][C:9]2[CH:8]=[C:7]([O:6][C:5]3[CH:4]=[CH:3][C:2]([NH:1][C:40]([NH:39][C:37](=[O:38])[CH2:36][C:33]4[CH:34]=[CH:35][C:30]([F:29])=[CH:31][CH:32]=4)=[O:41])=[CH:28][CH:27]=3)[CH:12]=[CH:11][N:10]=2)=[O:15])[CH2:21][CH2:20]1. The yield is 0.290. (2) The reactants are [OH:1][C:2]1[CH:3]=[C:4]([C:14]([O:16][CH2:17][CH3:18])=[O:15])[C:5]2[CH:10]=[N:9][N:8]([CH:11]([CH3:13])[CH3:12])[C:6]=2[N:7]=1.[Cl:19]NC(=O)CCC(N)=O.O.C(OCC)(=O)C. The catalyst is CN(C=O)C. The product is [Cl:19][C:3]1[C:2]([OH:1])=[N:7][C:6]2[N:8]([CH:11]([CH3:13])[CH3:12])[N:9]=[CH:10][C:5]=2[C:4]=1[C:14]([O:16][CH2:17][CH3:18])=[O:15]. The yield is 0.699. (3) The reactants are [CH2:1]=[C:2]1[CH2:5][CH:4]([C:6]([O:8][CH2:9][CH3:10])=[O:7])[CH2:3]1.[Na+].[I-].[Si]([C:17](F)([F:19])[F:18])(C)(C)C. The catalyst is C1COCC1. The product is [F:18][C:17]1([F:19])[C:2]2([CH2:5][CH:4]([C:6]([O:8][CH2:9][CH3:10])=[O:7])[CH2:3]2)[CH2:1]1. The yield is 0.730. (4) The reactants are C[O:2][C:3](=[O:26])/[C:4](/[C:13]1[CH:18]=[CH:17][C:16]([N:19]2[C:23]([CH3:24])=[N:22][N:21]=[N:20]2)=[C:15]([Cl:25])[CH:14]=1)=[CH:5]/[CH:6]1[CH2:12][CH2:11][CH2:10][CH2:9][CH2:8][CH2:7]1.[OH-].[Na+]. The catalyst is C(O)C. The product is [Cl:25][C:15]1[CH:14]=[C:13](/[C:4](=[CH:5]\[CH:6]2[CH2:12][CH2:11][CH2:10][CH2:9][CH2:8][CH2:7]2)/[C:3]([OH:26])=[O:2])[CH:18]=[CH:17][C:16]=1[N:19]1[C:23]([CH3:24])=[N:22][N:21]=[N:20]1. The yield is 0.870. (5) The reactants are Br[CH2:2][C:3]1[C:4]2[C:9]([N:10]=[C:11]3[C:16]=1[CH:15]=[CH:14][CH:13]=[CH:12]3)=[CH:8][CH:7]=[CH:6][CH:5]=2.[P:17]([O:24]CC)([O:21][CH2:22][CH3:23])[O:18][CH2:19][CH3:20]. No catalyst specified. The product is [CH:5]1[C:4]2[C:9](=[N:10][C:11]3[C:16]([C:3]=2[CH2:2][P:17](=[O:24])([O:21][CH2:22][CH3:23])[O:18][CH2:19][CH3:20])=[CH:15][CH:14]=[CH:13][CH:12]=3)[CH:8]=[CH:7][CH:6]=1. The yield is 0.940.